This data is from Full USPTO retrosynthesis dataset with 1.9M reactions from patents (1976-2016). The task is: Predict the reactants needed to synthesize the given product. (1) Given the product [Br:11][C:12]1[CH:13]=[CH:14][C:15]([CH2:18][CH2:19][S:20]([NH:1][C:2]2[CH:6]=[CH:5][S:4][C:3]=2[S:7]([NH2:10])(=[O:9])=[O:8])(=[O:22])=[O:21])=[CH:16][CH:17]=1, predict the reactants needed to synthesize it. The reactants are: [NH2:1][C:2]1[CH:6]=[CH:5][S:4][C:3]=1[S:7]([NH2:10])(=[O:9])=[O:8].[Br:11][C:12]1[CH:17]=[CH:16][C:15]([CH2:18][CH2:19][S:20](Cl)(=[O:22])=[O:21])=[CH:14][CH:13]=1. (2) Given the product [CH2:1]([O:8][C:9]1[C:10]([O:25][CH3:26])=[CH:11][C:12]([C:28]#[N:29])=[C:13]([C:15](=[O:16])[C:17]2[CH:22]=[CH:21][C:20]([CH3:23])=[CH:19][CH:18]=2)[CH:14]=1)[C:2]1[CH:7]=[CH:6][CH:5]=[CH:4][CH:3]=1, predict the reactants needed to synthesize it. The reactants are: [CH2:1]([O:8][C:9]1[C:10]([O:25][CH3:26])=[CH:11][C:12](Br)=[C:13]([C:15]([C:17]2[CH:22]=[CH:21][C:20]([CH3:23])=[CH:19][CH:18]=2)=[O:16])[CH:14]=1)[C:2]1[CH:7]=[CH:6][CH:5]=[CH:4][CH:3]=1.[Cu][C:28]#[N:29].CN1CCCC1=O.N. (3) Given the product [Cl:1][C:2]1[CH:3]=[CH:4][C:5]([CH:8]2[CH2:9][CH2:10][CH:11]([C:14]3[C:15](=[O:26])[C:16]4[C:21]([C:22](=[O:25])[C:23]=3[OH:28])=[CH:20][CH:19]=[CH:18][CH:17]=4)[CH2:12][CH2:13]2)=[CH:6][CH:7]=1.[CH:18]1[CH:19]=[CH:20][C:21]2[C:22]([C:23]([OH:28])=[C:14]([C@@H:11]3[CH2:10][CH2:9][C@@H:8]([C:5]4[CH:4]=[CH:3][C:2]([Cl:1])=[CH:7][CH:6]=4)[CH2:13][CH2:12]3)[C:15](=[O:26])[C:16]=2[CH:17]=1)=[O:25], predict the reactants needed to synthesize it. The reactants are: [Cl:1][C:2]1[CH:7]=[CH:6][C:5]([CH:8]2[CH2:13][CH2:12][CH:11]([C:14]3[C:15](=[O:26])[C:16]4[C:21]([C:22](=[O:25])[C:23]=3Cl)=[CH:20][CH:19]=[CH:18][CH:17]=4)[CH2:10][CH2:9]2)=[CH:4][CH:3]=1.C[OH:28].[OH-].[K+].Cl.